From a dataset of Forward reaction prediction with 1.9M reactions from USPTO patents (1976-2016). Predict the product of the given reaction. (1) Given the reactants [Cl:1][C:2]1[CH:3]=[CH:4][C:5]([CH2:8][O:9][C:10]2[CH:15]=[CH:14][N:13]([C:16]3[CH:21]=[CH:20][C:19]4[C:22]5[CH2:23][N:24](C(OC(C)(C)C)=O)[CH2:25][CH2:26][C:27]=5[O:28][C:18]=4[CH:17]=3)[C:12](=[O:36])[CH:11]=2)=[N:6][CH:7]=1.Cl.C([O-])(O)=O.[Na+], predict the reaction product. The product is: [Cl:1][C:2]1[CH:3]=[CH:4][C:5]([CH2:8][O:9][C:10]2[CH:15]=[CH:14][N:13]([C:16]3[CH:21]=[CH:20][C:19]4[C:22]5[CH2:23][NH:24][CH2:25][CH2:26][C:27]=5[O:28][C:18]=4[CH:17]=3)[C:12](=[O:36])[CH:11]=2)=[N:6][CH:7]=1. (2) Given the reactants CO[C:3]([C:5]1[C:6]([OH:32])=[C:7]2[C:12](=[CH:13][N:14]=1)[N:11]([CH2:15][C:16]1[CH:21]=[CH:20][CH:19]=[CH:18][CH:17]=1)[C:10](=[O:22])[C:9]([C:23]1[CH:24]=[N:25][C:26]([N:29]([CH3:31])[CH3:30])=[N:27][CH:28]=1)=[CH:8]2)=[O:4].[OH-].[Na+].C1C=CC2N(O)N=NC=2C=1.C(Cl)CCl.Cl.[CH3:50][O:51][C:52](=[O:56])[CH2:53][CH2:54][NH2:55].CCN(C(C)C)C(C)C, predict the reaction product. The product is: [CH3:50][O:51][C:52](=[O:56])[CH2:53][CH2:54][NH:55][C:3]([C:5]1[C:6]([OH:32])=[C:7]2[C:12](=[CH:13][N:14]=1)[N:11]([CH2:15][C:16]1[CH:21]=[CH:20][CH:19]=[CH:18][CH:17]=1)[C:10](=[O:22])[C:9]([C:23]1[CH:28]=[N:27][C:26]([N:29]([CH3:31])[CH3:30])=[N:25][CH:24]=1)=[CH:8]2)=[O:4].